From a dataset of TCR-epitope binding with 47,182 pairs between 192 epitopes and 23,139 TCRs. Binary Classification. Given a T-cell receptor sequence (or CDR3 region) and an epitope sequence, predict whether binding occurs between them. (1) The epitope is QECVRGTTVL. The TCR CDR3 sequence is CASSSNLEGAETQYF. Result: 1 (the TCR binds to the epitope). (2) The epitope is GTITVEELK. The TCR CDR3 sequence is CASRRQGSGNEQFF. Result: 1 (the TCR binds to the epitope). (3) The epitope is SEVGPEHSLAEY. The TCR CDR3 sequence is CASSQELVQGYGYTF. Result: 1 (the TCR binds to the epitope). (4) The epitope is CTELKLSDY. The TCR CDR3 sequence is CASSYSFTGTGTEAFF. Result: 0 (the TCR does not bind to the epitope).